Dataset: Forward reaction prediction with 1.9M reactions from USPTO patents (1976-2016). Task: Predict the product of the given reaction. Given the reactants [CH3:1][O:2][CH2:3][CH2:4][CH2:5][C:6]1[CH:15]=[C:14]([CH2:16][OH:17])[C:13]2[C:8](=[CH:9][CH:10]=[CH:11][CH:12]=2)[N:7]=1.C(N(CC)CC)C.[CH3:25][S:26](Cl)(=[O:28])=[O:27], predict the reaction product. The product is: [CH3:25][S:26]([O:17][CH2:16][C:14]1[C:13]2[C:8](=[CH:9][CH:10]=[CH:11][CH:12]=2)[N:7]=[C:6]([CH2:5][CH2:4][CH2:3][O:2][CH3:1])[CH:15]=1)(=[O:28])=[O:27].